From a dataset of Forward reaction prediction with 1.9M reactions from USPTO patents (1976-2016). Predict the product of the given reaction. The product is: [CH2:30]([N:44]1[CH2:45][CH2:46][C:41](=[CH:6][C:5]2[CH:26]=[CH:27][CH:28]=[C:3]([F:2])[CH:4]=2)[CH2:42][CH2:43]1)[C:31]1[CH:52]=[CH:48][CH:49]=[CH:33][CH:32]=1. Given the reactants [Br-].[F:2][C:3]1[CH:4]=[C:5]([CH:26]=[CH:27][CH:28]=1)[CH2:6][P+](C1C=CC=CC=1)(C1C=CC=CC=1)C1C=CC=CC=1.[Li][CH2:30][CH2:31][CH2:32][CH3:33].C([CH:41]1[CH2:46][CH2:45][NH:44][C:43](=O)[CH2:42]1)C1C=CC=CC=1.[CH2:48]1[CH2:52]OC[CH2:49]1, predict the reaction product.